From a dataset of Catalyst prediction with 721,799 reactions and 888 catalyst types from USPTO. Predict which catalyst facilitates the given reaction. (1) Reactant: [NH2:1][C:2]1[CH:7]=[CH:6][CH:5]=[CH:4][N:3]=1.Br[CH2:9][C:10](=O)[C:11]([O:13][CH2:14][CH3:15])=[O:12]. Product: [CH2:14]([O:13][C:11]([C:10]1[N:1]=[C:2]2[CH:7]=[CH:6][CH:5]=[CH:4][N:3]2[CH:9]=1)=[O:12])[CH3:15]. The catalyst class is: 8. (2) Reactant: [CH3:1][N:2]1[C:7](=[O:8])[N:6]([NH:9]C(=O)C)[CH2:5][C:4]([CH3:13])=[N:3]1.Cl.[OH-].[Na+]. Product: [NH2:9][N:6]1[CH2:5][C:4]([CH3:13])=[N:3][N:2]([CH3:1])[C:7]1=[O:8]. The catalyst class is: 5.